Dataset: Reaction yield outcomes from USPTO patents with 853,638 reactions. Task: Predict the reaction yield, written as a fraction of the theoretical maximum amount of product (1.0 means a 100% yield; for example, 0.34 means a 34% yield). (1) The reactants are [F:1][C:2]1[CH:7]=[C:6](/[CH:8]=[CH:9]/[C:10]([O:12][CH3:13])=[O:11])[CH:5]=[C:4]([F:14])[C:3]=1[CH:15]([OH:20])S([O-])(=O)=O.[Na+].C(=O)([O-])[O-].[K+].[K+].O. The catalyst is C(OCC)(=O)C. The product is [F:1][C:2]1[CH:7]=[C:6](/[CH:8]=[CH:9]/[C:10]([O:12][CH3:13])=[O:11])[CH:5]=[C:4]([F:14])[C:3]=1[CH:15]=[O:20]. The yield is 0.760. (2) The reactants are C(N(CC)CC)C.Br[C:9]([F:21])([F:20])[C:10]([O:12][CH2:13][C:14]1[CH:19]=[CH:18][CH:17]=[CH:16][CH:15]=1)=[O:11].[C:22]([NH:32][CH2:33][C:34](=[O:40])[CH2:35][CH2:36][C:37]([OH:39])=[O:38])([O:24][CH2:25][C:26]1[CH:31]=[CH:30][CH:29]=[CH:28][CH:27]=1)=[O:23]. The catalyst is C(#N)C. The product is [C:22]([NH:32][CH2:33][C:34](=[O:40])[CH2:35][CH2:36][C:37]([O:39][C:9]([C:10]([O:12][CH2:13][C:14]1[CH:19]=[CH:18][CH:17]=[CH:16][CH:15]=1)=[O:11])([F:21])[F:20])=[O:38])([O:24][CH2:25][C:26]1[CH:31]=[CH:30][CH:29]=[CH:28][CH:27]=1)=[O:23]. The yield is 0.740. (3) The reactants are [Cl:1][C:2]1[CH:3]=[C:4]([N:9]2[C@H:16]3[C@H:11]([CH2:12][CH2:13][NH:14][CH2:15]3)[CH2:10]2)[CH:5]=[N:6][C:7]=1[Cl:8].O.[CH3:18][C:19]1[CH:24]=[CH:23][C:22]([S:25]([OH:28])(=[O:27])=[O:26])=[CH:21][CH:20]=1. No catalyst specified. The product is [CH3:18][C:19]1[CH:20]=[CH:21][C:22]([S:25]([OH:28])(=[O:27])=[O:26])=[CH:23][CH:24]=1.[Cl:1][C:2]1[CH:3]=[C:4]([N:9]2[C@H:16]3[C@H:11]([CH2:12][CH2:13][NH:14][CH2:15]3)[CH2:10]2)[CH:5]=[N:6][C:7]=1[Cl:8]. The yield is 0.770. (4) The reactants are [Br:1][C:2]1[C:3]([F:14])=[CH:4][C:5]2[CH2:10][O:9][CH:8]([CH2:11]Br)[O:7][C:6]=2[CH:13]=1.[CH2:15]([NH2:18])[CH2:16][CH3:17]. The catalyst is CCO. The product is [Br:1][C:2]1[C:3]([F:14])=[CH:4][C:5]2[CH2:10][O:9][CH:8]([CH2:11][NH:18][CH2:15][CH2:16][CH3:17])[O:7][C:6]=2[CH:13]=1. The yield is 0.410. (5) The reactants are [N+:1]([C:4]1[CH:12]=[CH:11][C:7]([C:8](Cl)=[O:9])=[CH:6][CH:5]=1)([O-:3])=[O:2].[CH:13]1[C:25]2[CH:24]([CH2:26][O:27][C:28]([NH:30][CH2:31][CH2:32][OH:33])=[O:29])[C:23]3[C:18](=[CH:19][CH:20]=[CH:21][CH:22]=3)[C:17]=2[CH:16]=[CH:15][CH:14]=1.C(N(CC)CC)C. The catalyst is C(Cl)Cl. The product is [N+:1]([C:4]1[CH:12]=[CH:11][C:7]([C:8]([O:33][CH2:32][CH2:31][NH:30][C:28]([O:27][CH2:26][CH:24]2[C:23]3[CH:22]=[CH:21][CH:20]=[CH:19][C:18]=3[C:17]3[C:25]2=[CH:13][CH:14]=[CH:15][CH:16]=3)=[O:29])=[O:9])=[CH:6][CH:5]=1)([O-:3])=[O:2]. The yield is 0.790. (6) The reactants are C([O:3][C:4](=[O:28])[CH:5]([C:10]1[CH:11]=[C:12]([C:21]2[CH:26]=[CH:25][C:24]([F:27])=[CH:23][CH:22]=2)[C:13]([O:16][CH2:17][CH:18]2[CH2:20][CH2:19]2)=[CH:14][CH:15]=1)[CH2:6][CH:7]([CH3:9])[CH3:8])C.O.[OH-].[Li+]. The catalyst is CO.C1COCC1.O. The product is [CH:18]1([CH2:17][O:16][C:13]2[C:12]([C:21]3[CH:26]=[CH:25][C:24]([F:27])=[CH:23][CH:22]=3)=[CH:11][C:10]([CH:5]([CH2:6][CH:7]([CH3:9])[CH3:8])[C:4]([OH:28])=[O:3])=[CH:15][CH:14]=2)[CH2:19][CH2:20]1. The yield is 0.620.